Dataset: Reaction yield outcomes from USPTO patents with 853,638 reactions. Task: Predict the reaction yield, written as a fraction of the theoretical maximum amount of product (1.0 means a 100% yield; for example, 0.34 means a 34% yield). (1) The reactants are [CH:1]([NH:4][C:5]1[O:6][CH2:7][C:8](=[O:15])[C:9]=1[C:10]([O:12][CH2:13][CH3:14])=[O:11])([CH3:3])[CH3:2].[NH:16]1[C:24]2[C:19](=[CH:20][CH:21]=[CH:22][N:23]=2)[C:18]([CH:25]=O)=[CH:17]1.N1CCC[C@H]1C(O)=O. The catalyst is C(O)C. The product is [NH:16]1[C:24]2=[N:23][CH:22]=[CH:21][CH:20]=[C:19]2[C:18]([CH:25]=[C:7]2[O:6][C:5]([NH:4][CH:1]([CH3:3])[CH3:2])=[C:9]([C:10]([O:12][CH2:13][CH3:14])=[O:11])[C:8]2=[O:15])=[CH:17]1. The yield is 0.560. (2) The catalyst is C1COCC1.C([O-])(=O)C.[Pd+2].C([O-])(=O)C. The reactants are Br[C:2]1[C:9]([F:10])=[CH:8][CH:7]=[C:6]([N+:11]([O-:13])=[O:12])[C:3]=1[C:4]#[N:5].[CH3:14][C:15]([CH3:20])=[CH:16]B(O)O.[O-]P([O-])([O-])=O.[K+].[K+].[K+].C1(P(C2CCCCC2)C2C=CC=CC=2C2C(OC)=CC=CC=2OC)CCCCC1. The yield is 0.780. The product is [F:10][C:9]1[C:2]([CH:14]=[C:15]([CH3:20])[CH3:16])=[C:3]([C:6]([N+:11]([O-:13])=[O:12])=[CH:7][CH:8]=1)[C:4]#[N:5]. (3) The product is [N:22]1([CH2:21][CH2:20][CH2:19][O:18][C:14]2[CH:13]=[C:12]3[C:17]([C@H:8]([C:4]4[CH:5]=[CH:6][CH:7]=[C:2]([C:36]#[C:35][Si:32]([CH3:34])([CH3:33])[CH3:31])[CH:3]=4)[CH2:9][N:10]4[CH2:30][CH2:29][CH2:28][C@H:11]43)=[CH:16][CH:15]=2)[CH2:27][CH2:26][CH2:25][CH2:24][CH2:23]1. The catalyst is Cl[Pd](Cl)([P](C1C=CC=CC=1)(C1C=CC=CC=1)C1C=CC=CC=1)[P](C1C=CC=CC=1)(C1C=CC=CC=1)C1C=CC=CC=1.[Cu]I.CN(C=O)C. The reactants are I[C:2]1[CH:3]=[C:4]([C@H:8]2[C:17]3[C:12](=[CH:13][C:14]([O:18][CH2:19][CH2:20][CH2:21][N:22]4[CH2:27][CH2:26][CH2:25][CH2:24][CH2:23]4)=[CH:15][CH:16]=3)[C@@H:11]3[CH2:28][CH2:29][CH2:30][N:10]3[CH2:9]2)[CH:5]=[CH:6][CH:7]=1.[CH3:31][Si:32]([C:35]#[CH:36])([CH3:34])[CH3:33].C1C=CC(P(C2C=CC=CC=2)C2C=CC=CC=2)=CC=1.N(CC)CC. The yield is 0.470. (4) The reactants are [CH:1]1([C:7]2[CH:8]=[CH:9][C:10]3[O:14][C:13](B(O)O)=[CH:12][C:11]=3[CH:18]=2)[CH2:6][CH2:5][CH2:4][CH2:3][CH2:2]1.Br[C:20]1[CH:27]=[CH:26][C:23]([CH:24]=[O:25])=[CH:22][CH:21]=1.C(N(CC)CC)C. The catalyst is C(O)C.Cl[Pd](Cl)([P](C1C=CC=CC=1)(C1C=CC=CC=1)C1C=CC=CC=1)[P](C1C=CC=CC=1)(C1C=CC=CC=1)C1C=CC=CC=1. The product is [CH:1]1([C:7]2[CH:8]=[CH:9][C:10]3[O:14][C:13]([C:20]4[CH:27]=[CH:26][C:23]([CH:24]=[O:25])=[CH:22][CH:21]=4)=[CH:12][C:11]=3[CH:18]=2)[CH2:6][CH2:5][CH2:4][CH2:3][CH2:2]1. The yield is 0.460. (5) The yield is 1.00. The catalyst is CO. The product is [OH:2][N:3]=[C:14]([C:13]1[CH:16]=[CH:17][CH:18]=[C:11]([CH2:10][OH:9])[CH:12]=1)[NH2:15]. The reactants are Cl.[OH:2][NH2:3].C(=O)(O)[O-].[Na+].[OH:9][CH2:10][C:11]1[CH:12]=[C:13]([CH:16]=[CH:17][CH:18]=1)[C:14]#[N:15]. (6) The reactants are [CH:1]1([C:4]([C:6]2(C(O)=O)[CH2:10][CH2:9][CH2:8][CH2:7]2)=[O:5])[CH2:3][CH2:2]1.C([N:16](CC)CC)C.C1(P(N=[N+]=[N-])(C2C=CC=CC=2)=O)C=CC=CC=1.[C:38]([O-:41])(O)=[O:39].[Na+].[CH3:43][C:44](O)([CH3:46])[CH3:45]. No catalyst specified. The product is [C:44]([O:41][C:38](=[O:39])[NH:16][C:6]1([C:4]([CH:1]2[CH2:2][CH2:3]2)=[O:5])[CH2:7][CH2:8][CH2:9][CH2:10]1)([CH3:46])([CH3:45])[CH3:43]. The yield is 0.130. (7) The reactants are [N:1]1[C:10]2[C:5](=[CH:6][C:7]([CH2:11][CH2:12][CH:13]=[O:14])=[CH:8][CH:9]=2)[CH:4]=[CH:3][CH:2]=1.N1CCC[C@H]1C(O)=O.Cl[N:24]1[C:28](=[O:29])[CH2:27][CH2:26][C:25]1=[O:30].C(Cl)(Cl)[Cl:32]. No catalyst specified. The product is [Cl:32][CH:12]([CH2:11][C:7]1[CH:6]=[C:5]2[C:10](=[CH:9][CH:8]=1)[N:1]=[CH:2][CH:3]=[CH:4]2)[CH:13]([N:24]1[C:28](=[O:29])[CH2:27][CH2:26][C:25]1=[O:30])[OH:14]. The yield is 0.505.